From a dataset of Reaction yield outcomes from USPTO patents with 853,638 reactions. Predict the reaction yield, written as a fraction of the theoretical maximum amount of product (1.0 means a 100% yield; for example, 0.34 means a 34% yield). (1) The reactants are [F:1][C:2]([F:30])([F:29])[CH2:3][O:4][C:5]1[CH:6]=[C:7]([C:21]2([C:25]([O:27]C)=[O:26])[CH2:24][CH2:23][CH2:22]2)[CH:8]=[C:9]([C:11]2[CH:16]=[CH:15][C:14]([C:17]([F:20])([F:19])[F:18])=[CH:13][CH:12]=2)[CH:10]=1.O.[OH-].[Li+]. The catalyst is CO.C1COCC1.O. The product is [F:1][C:2]([F:29])([F:30])[CH2:3][O:4][C:5]1[CH:6]=[C:7]([C:21]2([C:25]([OH:27])=[O:26])[CH2:24][CH2:23][CH2:22]2)[CH:8]=[C:9]([C:11]2[CH:16]=[CH:15][C:14]([C:17]([F:18])([F:19])[F:20])=[CH:13][CH:12]=2)[CH:10]=1. The yield is 0.520. (2) The reactants are [C:1]([O:9][C@H:10]([CH2:15][C:16]1[CH:21]=[CH:20][C:19]([NH:22]C(OC(C)(C)C)=O)=[C:18]([CH3:30])[C:17]=1[CH2:31][O:32][C:33](=[O:35])[CH3:34])[C:11]([O:13][CH3:14])=[O:12])(=[O:8])[C:2]1[CH:7]=[CH:6][CH:5]=[CH:4][CH:3]=1.ClCCl.FC(F)(F)C(O)=O. No catalyst specified. The product is [C:1]([O:9][C@H:10]([CH2:15][C:16]1[CH:21]=[CH:20][C:19]([NH2:22])=[C:18]([CH3:30])[C:17]=1[CH2:31][O:32][C:33](=[O:35])[CH3:34])[C:11]([O:13][CH3:14])=[O:12])(=[O:8])[C:2]1[CH:7]=[CH:6][CH:5]=[CH:4][CH:3]=1. The yield is 0.970. (3) The reactants are [CH2:1]([N:3]1[C:7]([C:8]2[CH:13]=[CH:12][CH:11]=[CH:10][CH:9]=2)=[N:6][N:5]=[C:4]1[SH:14])[CH3:2].[S:15]1[C:19]2[CH:20]=[CH:21][CH:22]=[CH:23][C:18]=2[N:17]=[C:16]1[C:24](=[O:27])[CH2:25]Br.C(=O)([O-])[O-].[K+].[K+].[I].[K]. The catalyst is CC(C)=O. The product is [S:15]1[C:19]2[CH:20]=[CH:21][CH:22]=[CH:23][C:18]=2[N:17]=[C:16]1[C:24](=[O:27])[CH2:25][S:14][C:4]1[N:3]([CH2:1][CH3:2])[C:7]([C:8]2[CH:9]=[CH:10][CH:11]=[CH:12][CH:13]=2)=[N:6][N:5]=1. The yield is 0.450. (4) The reactants are Br[C:2]1[C:3]2[C:4]3[CH:23]=[CH:22][S:21][C:5]=3[C:6](=[O:20])[NH:7][C:8]=2[CH:9]=[CH:10][C:11]=1[O:12][Si](C(C)(C)C)(C)C.CC1(C)C(C)(C)OB([C:32]2[CH2:37][CH2:36][CH:35]([NH:38][C:39](=O)OC(C)(C)C)CC=2)O1. No catalyst specified. The product is [OH:12][C:11]1[CH:10]=[CH:9][C:8]2[NH:7][C:6](=[O:20])[C:5]3[S:21][CH:22]=[CH:23][C:4]=3[C:3]=2[C:2]=1[C:37]1[CH2:32][CH2:39][NH:38][CH2:35][CH:36]=1. The yield is 0.230. (5) The reactants are C(O[CH:4](O)[C:5]([C:7]1[CH:8]=[C:9]([NH:13][S:14]([C:17]2[CH:22]=[CH:21][CH:20]=[CH:19][CH:18]=2)(=[O:16])=[O:15])[CH:10]=[CH:11][CH:12]=1)=[O:6])C.C(OC([NH:31][C:32]([CH3:50])([CH3:49])[CH2:33][CH2:34][N:35]1[C:39]2[CH:40]=[N:41][C:42]([C:44]([O:46][CH2:47][CH3:48])=[O:45])=[CH:43][C:38]=2[N:37]=[CH:36]1)=O)(C)(C)C.[BH4-].[Na+].C(=O)([O-])[O-].[Na+].[Na+]. The catalyst is C(O)C. The product is [C:17]1([S:14]([NH:13][C:9]2[CH:8]=[C:7]([CH:5]([OH:6])[CH2:4][NH:31][C:32]([CH3:49])([CH3:50])[CH2:33][CH2:34][N:35]3[C:39]4[CH:40]=[N:41][C:42]([C:44]([O:46][CH2:47][CH3:48])=[O:45])=[CH:43][C:38]=4[N:37]=[CH:36]3)[CH:12]=[CH:11][CH:10]=2)(=[O:15])=[O:16])[CH:18]=[CH:19][CH:20]=[CH:21][CH:22]=1. The yield is 0.190.